This data is from Catalyst prediction with 721,799 reactions and 888 catalyst types from USPTO. The task is: Predict which catalyst facilitates the given reaction. (1) Reactant: Br[C:2]1[C:3]([Cl:9])=[CH:4][C:5]([Cl:8])=[N:6][CH:7]=1.C([Mg]Cl)(C)C.[O:15]1[CH2:18][C:17](=[O:19])[CH2:16]1. Product: [Cl:9][C:3]1[CH:4]=[C:5]([Cl:8])[N:6]=[CH:7][C:2]=1[C:17]1([OH:19])[CH2:18][O:15][CH2:16]1. The catalyst class is: 1. (2) Reactant: C[Al](C)C.[CH2:5]([N:7]1[CH2:13][CH2:12][CH2:11][N:10]([C:14]2[N:19]=[CH:18][C:17]([C:20]([O:22]C)=O)=[CH:16][N:15]=2)[CH2:9][CH2:8]1)[CH3:6].[CH3:24][O:25][C:26]1[CH:27]=[C:28]([CH2:34][CH2:35][C:36]2[CH:37]=[C:38]([NH2:41])[NH:39][N:40]=2)[CH:29]=[C:30]([O:32][CH3:33])[CH:31]=1. Product: [CH3:33][O:32][C:30]1[CH:29]=[C:28]([CH2:34][CH2:35][C:36]2[CH:37]=[C:38]([NH:41][C:20]([C:17]3[CH:18]=[N:19][C:14]([N:10]4[CH2:11][CH2:12][CH2:13][N:7]([CH2:5][CH3:6])[CH2:8][CH2:9]4)=[N:15][CH:16]=3)=[O:22])[NH:39][N:40]=2)[CH:27]=[C:26]([O:25][CH3:24])[CH:31]=1. The catalyst class is: 11. (3) Reactant: [OH:1][N:2]=[C:3]([C:5]1[S:9][C:8]([N:10]2[CH2:15][CH2:14][CH:13]([O:16][C:17]3[CH:22]=[CH:21][CH:20]=[CH:19][C:18]=3[C:23]([F:26])([F:25])[F:24])[CH2:12][CH2:11]2)=[N:7][CH:6]=1)[NH2:4].[Na].[CH3:28][CH2:29]OC(C)=O. Product: [CH3:28][C:29]1[O:1][N:2]=[C:3]([C:5]2[S:9][C:8]([N:10]3[CH2:11][CH2:12][CH:13]([O:16][C:17]4[CH:22]=[CH:21][CH:20]=[CH:19][C:18]=4[C:23]([F:26])([F:25])[F:24])[CH2:14][CH2:15]3)=[N:7][CH:6]=2)[N:4]=1. The catalyst class is: 14. (4) Reactant: [CH2:1]([S:3]([NH:6][CH2:7][C:8]1[CH:13]=[CH:12][C:11]([CH:14]([CH3:18])[C:15]([OH:17])=O)=[CH:10][C:9]=1[F:19])(=[O:5])=[O:4])[CH3:2].[CH:20]([O:23][C:24]1[C:29]([CH2:30][NH2:31])=[CH:28][CH:27]=[C:26]([C:32]([F:35])([F:34])[F:33])[N:25]=1)([CH3:22])[CH3:21].ON1C2C=CC=CC=2N=N1.CN(C)CCCN=C=NCC.C(N(CC)CC)C. Product: [CH2:1]([S:3]([NH:6][CH2:7][C:8]1[CH:13]=[CH:12][C:11]([CH:14]([CH3:18])[C:15]([NH:31][CH2:30][C:29]2[C:24]([O:23][CH:20]([CH3:22])[CH3:21])=[N:25][C:26]([C:32]([F:33])([F:34])[F:35])=[CH:27][CH:28]=2)=[O:17])=[CH:10][C:9]=1[F:19])(=[O:4])=[O:5])[CH3:2]. The catalyst class is: 12. (5) Reactant: [CH2:1]([O:8][CH2:9][CH:10]1[CH2:15][CH2:14][N:13]([C:16]2[CH:17]=[N:18][CH:19]=[CH:20][C:21]=2Cl)[CH2:12][C:11]1([F:24])[F:23])[C:2]1[CH:7]=[CH:6][CH:5]=[CH:4][CH:3]=1.[Cl:25][C:26]1[CH:27]=[N:28][NH:29][CH:30]=1.O.C1(C)C=CC(S(O)(=O)=O)=CC=1.CC(O)C. Product: [CH2:1]([O:8][CH2:9][CH:10]1[CH2:15][CH2:14][N:13]([C:16]2[CH:17]=[N:18][CH:19]=[CH:20][C:21]=2[N:28]2[CH:27]=[C:26]([Cl:25])[CH:30]=[N:29]2)[CH2:12][C:11]1([F:24])[F:23])[C:2]1[CH:7]=[CH:6][CH:5]=[CH:4][CH:3]=1. The catalyst class is: 13. (6) Reactant: O.[Cl-].COC1N=C(OC)N=C([N+]2(C)CCOCC2)N=1.[C:20]([O:24][C:25]([N:27]1[CH2:32][CH2:31][N:30]([CH2:33][CH3:34])[CH2:29][C@@H:28]1[C:35]([OH:37])=O)=[O:26])([CH3:23])([CH3:22])[CH3:21].[NH:38]1[CH2:43][CH2:42][NH:41][CH2:40][CH2:39]1. Product: [CH2:33]([N:30]1[CH2:31][CH2:32][N:27]([C:25]([O:24][C:20]([CH3:21])([CH3:22])[CH3:23])=[O:26])[C@@H:28]([C:35]([N:38]2[CH2:43][CH2:42][NH:41][CH2:40][CH2:39]2)=[O:37])[CH2:29]1)[CH3:34]. The catalyst class is: 4. (7) Reactant: [CH3:1][N:2]1[C@@H:12]2[CH2:13][C:14]3[CH:19]=[CH:18][C:17]([OH:20])=[C:16]4[O:21][C@H:6]5[C:7]([CH:9]=[CH:10][C@:11]2([OH:22])[C@:5]5([C:15]=34)[CH2:4][CH2:3]1)=[O:8].C(=O)(O)[O-].[Na+].[I-].[Na+].[CH:30]1(CBr)[CH2:32][CH2:31]1.Cl. Product: [CH:19]1[C:14]2[CH2:13][C@H:12]3[N:2]([CH2:1][CH:30]4[CH2:32][CH2:31]4)[CH2:3][CH2:4][C@:5]45[C@H:6]([C:7]([CH2:9][CH2:10][C@@:11]34[OH:22])=[O:8])[O:21][C:16]([C:15]=25)=[C:17]([OH:20])[CH:18]=1. The catalyst class is: 737.